This data is from M1 muscarinic receptor antagonist screen with 61,756 compounds. The task is: Binary Classification. Given a drug SMILES string, predict its activity (active/inactive) in a high-throughput screening assay against a specified biological target. (1) The drug is s1c(NC(=O)c2c(noc2C)CC)ncc1C. The result is 0 (inactive). (2) The result is 0 (inactive). The drug is O1CCN(CC1)\C=C1\N=C(OC1=O)c1ccc(cc1)C. (3) The drug is S(=O)(=O)(N1CC(CCC1)C(=O)NC1CCC(CC1)C)CC. The result is 0 (inactive). (4) The drug is n1(CCCNc2ncnc3nc[nH]c23)ccnc1. The result is 0 (inactive).